From a dataset of Catalyst prediction with 721,799 reactions and 888 catalyst types from USPTO. Predict which catalyst facilitates the given reaction. (1) Reactant: [Cl:1][C:2]1[C:11]2[C:6](=[CH:7][C:8]([F:13])=[CH:9][C:10]=2[F:12])[N:5]=[C:4]([N:14]2[CH2:19][CH2:18][N:17](C(OC(C)(C)C)=O)[CH2:16][CH2:15]2)[C:3]=1[CH3:27].[C:28]([OH:34])([C:30]([F:33])([F:32])[F:31])=[O:29]. Product: [F:31][C:30]([F:33])([F:32])[C:28]([OH:34])=[O:29].[Cl:1][C:2]1[C:11]2[C:6](=[CH:7][C:8]([F:13])=[CH:9][C:10]=2[F:12])[N:5]=[C:4]([N:14]2[CH2:19][CH2:18][NH:17][CH2:16][CH2:15]2)[C:3]=1[CH3:27]. The catalyst class is: 2. (2) Reactant: [F:1][C:2]1[CH:41]=[CH:40][C:5]([C:6]([N:8]2[CH2:13][CH2:12][C:11]([CH2:15][N:16]3[C:21](=[O:22])[C:20]4[CH:23]=[N:24][N:25]([C:26]5[CH:31]=[CH:30][C:29]([CH2:32][CH2:33][CH:34]6[CH2:39][CH2:38][CH2:37][CH2:36][NH:35]6)=[CH:28][CH:27]=5)[C:19]=4[N:18]=[CH:17]3)([OH:14])[CH2:10][CH2:9]2)=[O:7])=[CH:4][CH:3]=1.C=O.[C:44]([BH3-])#N.[Na+].C(O)(=O)C. Product: [F:1][C:2]1[CH:41]=[CH:40][C:5]([C:6]([N:8]2[CH2:13][CH2:12][C:11]([CH2:15][N:16]3[C:21](=[O:22])[C:20]4[CH:23]=[N:24][N:25]([C:26]5[CH:31]=[CH:30][C:29]([CH2:32][CH2:33][CH:34]6[CH2:39][CH2:38][CH2:37][CH2:36][N:35]6[CH3:44])=[CH:28][CH:27]=5)[C:19]=4[N:18]=[CH:17]3)([OH:14])[CH2:10][CH2:9]2)=[O:7])=[CH:4][CH:3]=1. The catalyst class is: 132. (3) Reactant: [NH2:1][C:2]1[C:10]2[C:9]([C:11]3[CH:16]=[CH:15][C:14]([Cl:17])=[C:13]([Cl:18])[CH:12]=3)=[N:8][C:7]([C:19]#[N:20])=[N:6][C:5]=2[S:4][C:3]=1[C:21]([NH2:23])=[O:22].[OH-:24].[Na+].OO. Product: [NH2:1][C:2]1[C:10]2[C:9]([C:11]3[CH:16]=[CH:15][C:14]([Cl:17])=[C:13]([Cl:18])[CH:12]=3)=[N:8][C:7]([C:19]([NH2:20])=[O:24])=[N:6][C:5]=2[S:4][C:3]=1[C:21]([NH2:23])=[O:22]. The catalyst class is: 8.